From a dataset of Forward reaction prediction with 1.9M reactions from USPTO patents (1976-2016). Predict the product of the given reaction. Given the reactants [NH2:1][CH2:2][C:3]1[CH:4]=[C:5]([C:9]2[CH:10]=[C:11]3[C:15](=[CH:16][CH:17]=2)[CH2:14][CH:13]([NH:18][S:19]([CH:22]([CH3:24])[CH3:23])(=[O:21])=[O:20])[CH2:12]3)[CH:6]=[CH:7][CH:8]=1.C(N(CC)CC)C.Cl[CH2:33][CH2:34][CH2:35][C:36](Cl)=[O:37].C(=O)([O-])[O-].[K+].[K+], predict the reaction product. The product is: [O:37]=[C:36]1[CH2:35][CH2:34][CH2:33][N:1]1[CH2:2][C:3]1[CH:4]=[C:5]([C:9]2[CH:10]=[C:11]3[C:15](=[CH:16][CH:17]=2)[CH2:14][CH:13]([NH:18][S:19]([CH:22]([CH3:24])[CH3:23])(=[O:21])=[O:20])[CH2:12]3)[CH:6]=[CH:7][CH:8]=1.